From a dataset of Reaction yield outcomes from USPTO patents with 853,638 reactions. Predict the reaction yield, written as a fraction of the theoretical maximum amount of product (1.0 means a 100% yield; for example, 0.34 means a 34% yield). (1) The reactants are [Br:1][C:2]1[CH:10]=[C:9]2[C:5]([C:6](=[O:12])C(=O)[NH:8]2)=[CH:4][C:3]=1[F:13].[OH-:14].[Na+].OO.Cl. No catalyst specified. The product is [NH2:8][C:9]1[CH:10]=[C:2]([Br:1])[C:3]([F:13])=[CH:4][C:5]=1[C:6]([OH:12])=[O:14]. The yield is 0.250. (2) The yield is 0.510. The catalyst is C(O)C. The product is [F:46][C:47]1[CH:52]=[CH:51][C:50]([CH2:53][NH:54][C:24]([C:22]2[N:23]=[C:12]3[C:11]4([N:10]([C:8](=[O:9])[C:7]([N:4]5[CH2:5][CH2:6][C@@H:2]([F:1])[CH2:3]5)=[O:40])[CH3:39])[CH2:17][CH2:16][CH:15]([CH2:18][CH2:19]4)[CH2:14][N:13]3[C:20](=[O:38])[C:21]=2[OH:29])=[O:26])=[CH:49][CH:48]=1. The reactants are [F:1][C@@H:2]1[CH2:6][CH2:5][N:4]([C:7](=[O:40])[C:8]([N:10]([CH3:39])[C:11]23[CH2:19][CH2:18][CH:15]([CH2:16][CH2:17]2)[CH2:14][N:13]2[C:20](=[O:38])[C:21]([O:29]C(C4C=CC=CC=4)=O)=[C:22]([C:24]([O:26]CC)=O)[N:23]=[C:12]32)=[O:9])[CH2:3]1.CNC.CO.[F:46][C:47]1[CH:52]=[CH:51][C:50]([CH2:53][NH2:54])=[CH:49][CH:48]=1.C(N(CC)CC)C. (3) The reactants are [C:1]([O:9][CH2:10][C:11]1[C:16](Cl)=[C:15]([F:18])[N:14]=[C:13]([F:19])[C:12]=1Cl)(=[O:8])[C:2]1[CH:7]=[CH:6][CH:5]=[CH:4][CH:3]=1. The catalyst is [Pd].C(O)C. The product is [C:1]([O:9][CH2:10][C:11]1[CH:16]=[C:15]([F:18])[N:14]=[C:13]([F:19])[CH:12]=1)(=[O:8])[C:2]1[CH:3]=[CH:4][CH:5]=[CH:6][CH:7]=1. The yield is 0.610. (4) The reactants are [CH3:1][C:2]([O:5][C:6]([O:8]C(OC(C)(C)C)=O)=O)(C)C.[CH2:16]([O:18][C:19]1[CH:25]=[CH:24][CH:23]=[CH:22][C:20]=1[NH2:21])[CH3:17].[Br:26]CCO. The catalyst is C(Cl)Cl.CN(C1C=CN=CC=1)C. The product is [Br:26][CH2:1][CH2:2][O:5][C:6](=[O:8])[NH:21][C:20]1[CH:22]=[CH:23][CH:24]=[CH:25][C:19]=1[O:18][CH2:16][CH3:17]. The yield is 0.990. (5) The reactants are [Cl:1][C:2]1[CH:7]=[C:6]([N+:8]([O-:10])=[O:9])[C:5](F)=[CH:4][C:3]=1[Cl:12].[C:13]([O:17][CH2:18][CH3:19])(=[O:16])[CH2:14][OH:15].[F-].[K+].FC(F)(F)C(O)=O. The catalyst is O.CC#N.O.O1CCOCC1. The product is [CH2:18]([O:17][C:13](=[O:16])[CH2:14][O:15][C:5]1[CH:4]=[C:3]([Cl:12])[C:2]([Cl:1])=[CH:7][C:6]=1[N+:8]([O-:10])=[O:9])[CH3:19]. The yield is 0.960.